The task is: Predict the reactants needed to synthesize the given product.. This data is from Full USPTO retrosynthesis dataset with 1.9M reactions from patents (1976-2016). (1) Given the product [C@@H:6]1([C:24]2[CH:29]=[CH:28][C:27]([CH3:30])=[C:26]([CH2:31][C:32]3[S:33][C:34]([C:43]4[N:48]=[CH:47][CH:46]=[CH:45][N:44]=4)=[CH:35][CH:36]=3)[CH:25]=2)[O:7][C@H:8]([CH2:19][OH:20])[C@@H:9]([OH:15])[C@H:10]([OH:11])[C@H:5]1[OH:4], predict the reactants needed to synthesize it. The reactants are: C([O:4][C@@H:5]1[C@@H:10]([O:11]C(=O)C)[C@H:9]([O:15]C(=O)C)[C@@H:8]([CH2:19][O:20]C(=O)C)[O:7][C@H:6]1[C:24]1[CH:29]=[CH:28][C:27]([CH3:30])=[C:26]([CH2:31][C:32]2[S:33][C:34](Br)=[CH:35][CH:36]=2)[CH:25]=1)(=O)C.C([Sn](CCCC)(CCCC)[C:43]1[N:48]=[CH:47][CH:46]=[CH:45][N:44]=1)CCC.BrC1C=CC(=O)N(CC2C=CC(CC)=CC=2)C=1. (2) Given the product [CH2:1]([O:3][C:4]([C:6]1[CH:7]=[N:8][N:9]2[C:14]([OH:15])=[C:13]([C:16]([N:20]3[CH2:25][CH2:24][C:23]4([C:33]5[C:28](=[CH:29][CH:30]=[CH:31][CH:32]=5)[CH2:27][CH2:26]4)[CH2:22][CH2:21]3)=[O:18])[CH:12]=[N:11][C:10]=12)=[O:5])[CH3:2], predict the reactants needed to synthesize it. The reactants are: [CH2:1]([O:3][C:4]([C:6]1[CH:7]=[N:8][N:9]2[C:14]([OH:15])=[C:13]([C:16]([OH:18])=O)[CH:12]=[N:11][C:10]=12)=[O:5])[CH3:2].Cl.[NH:20]1[CH2:25][CH2:24][C:23]2([C:33]3[C:28](=[CH:29][CH:30]=[CH:31][CH:32]=3)[CH2:27][CH2:26]2)[CH2:22][CH2:21]1. (3) Given the product [Cl:1][C:2]1[N:10]=[C:9]2[C:5]([N:6]=[CH:7][N:8]2[CH:24]2[CH2:25][CH2:26][CH2:27][CH2:28][O:23]2)=[C:4]([Cl:11])[N:3]=1, predict the reactants needed to synthesize it. The reactants are: [Cl:1][C:2]1[N:10]=[C:9]2[C:5]([NH:6][CH:7]=[N:8]2)=[C:4]([Cl:11])[N:3]=1.CC1C=CC(S(O)(=O)=O)=CC=1.[O:23]1[CH:28]=[CH:27][CH2:26][CH2:25][CH2:24]1. (4) Given the product [CH3:11][N:12]([C:13]1[CH:14]=[C:15]([C:19]2[CH:24]=[CH:23][C:22]([CH2:25][CH2:26][C:27]([O:29][CH3:30])=[O:28])=[CH:21][CH:20]=2)[CH:16]=[CH:17][CH:18]=1)[C:9]([NH:8][CH2:1][CH2:2][CH2:3][CH2:4][CH2:5][CH2:6][CH3:7])=[O:10], predict the reactants needed to synthesize it. The reactants are: [CH2:1]([N:8]=[C:9]=[O:10])[CH2:2][CH2:3][CH2:4][CH2:5][CH2:6][CH3:7].[CH3:11][NH:12][C:13]1[CH:14]=[C:15]([C:19]2[CH:24]=[CH:23][C:22]([CH2:25][CH2:26][C:27]([O:29][CH3:30])=[O:28])=[CH:21][CH:20]=2)[CH:16]=[CH:17][CH:18]=1.O1CCCC1.C(N(CC)CC)C. (5) Given the product [Cl:1][C:2]1[CH:10]=[CH:9][C:5]([C:6]([NH:17][C:18]2[C:19]([Cl:26])=[N:20][CH:21]=[N:22][C:23]=2[O:24][CH3:25])=[O:8])=[CH:4][C:3]=1[C:11]#[N:12], predict the reactants needed to synthesize it. The reactants are: [Cl:1][C:2]1[CH:10]=[CH:9][C:5]([C:6]([OH:8])=O)=[CH:4][C:3]=1[C:11]#[N:12].S(Cl)(Cl)=O.[NH2:17][C:18]1[C:19]([Cl:26])=[N:20][CH:21]=[N:22][C:23]=1[O:24][CH3:25]. (6) Given the product [CH3:28][O:29][C:30](=[O:49])[NH:31][C@@H:32]1[CH2:37][CH2:36][N:35]([C:38]2[CH:43]=[C:42]([C:44]#[N:45])[CH:41]=[C:40]([NH:46][C:6]3[N:5]=[C:4]([N:3]([CH2:1][CH3:2])[CH2:19][C:20]4[CH:25]=[CH:24][C:23]([O:26][CH3:27])=[CH:22][CH:21]=4)[C:9]4=[N:10][CH:11]=[C:12]([C:13]#[N:14])[N:8]4[N:7]=3)[C:39]=2[F:47])[CH2:34][C@H:33]1[OH:48], predict the reactants needed to synthesize it. The reactants are: [CH2:1]([N:3]([CH2:19][C:20]1[CH:25]=[CH:24][C:23]([O:26][CH3:27])=[CH:22][CH:21]=1)[C:4]1[C:9]2=[N:10][CH:11]=[C:12]([C:13]#[N:14])[N:8]2[N:7]=[C:6](S(C)(=O)=O)[N:5]=1)[CH3:2].[CH3:28][O:29][C:30](=[O:49])[NH:31][C@@H:32]1[CH2:37][CH2:36][N:35]([C:38]2[CH:43]=[C:42]([C:44]#[N:45])[CH:41]=[C:40]([NH2:46])[C:39]=2[F:47])[CH2:34][C@H:33]1[OH:48].C([O-])([O-])=O.[Cs+].[Cs+].CC1(C)C2C(=C(P(C3C=CC=CC=3)C3C=CC=CC=3)C=CC=2)OC2C(P(C3C=CC=CC=3)C3C=CC=CC=3)=CC=CC1=2. (7) The reactants are: [C:1]1([C@@H:7]2[CH2:9][C@H:8]2[NH2:10])[CH:6]=[CH:5][CH:4]=[CH:3][CH:2]=1.[S:11]1[CH2:17][C:15](=[O:16])[NH:14][C:12]1=S.CCN(C(C)C)C(C)C. Given the product [C:1]1([C@@H:7]2[CH2:9][C@H:8]2[NH:10][C:12]2[S:11][CH2:17][C:15](=[O:16])[N:14]=2)[CH:6]=[CH:5][CH:4]=[CH:3][CH:2]=1, predict the reactants needed to synthesize it. (8) Given the product [ClH:1].[Cl:1][C:2]1[CH:3]=[C:4]([CH:36]=[CH:37][CH:38]=1)[CH2:5][N:6]1[CH:31]=[CH:30][N:10]2[CH:11]=[C:12]([C:24](=[O:29])[C:25]([CH3:27])([CH3:28])[CH3:26])[C:13](=[O:23])[C:14]([OH:15])=[C:9]2[C:7]1=[O:8], predict the reactants needed to synthesize it. The reactants are: [Cl:1][C:2]1[CH:3]=[C:4]([CH:36]=[CH:37][CH:38]=1)[CH2:5][NH:6][C:7]([C:9]1[N:10]([CH2:30][CH:31](OC)OC)[CH:11]=[C:12]([C:24](=[O:29])[C:25]([CH3:28])([CH3:27])[CH3:26])[C:13](=[O:23])[C:14]=1[O:15]CC1C=CC=CC=1)=[O:8].Cl.